The task is: Predict the reaction yield, written as a fraction of the theoretical maximum amount of product (1.0 means a 100% yield; for example, 0.34 means a 34% yield).. This data is from Reaction yield outcomes from USPTO patents with 853,638 reactions. (1) The reactants are [Cl:1][C:2]1[CH:13]=[C:12]([O:14]C)[C:5]2[CH:6]=[C:7]([C:9](=[O:11])[CH3:10])[O:8][C:4]=2[CH:3]=1.ClC1C=CC=CC=1.[Cl-].[Al+3].[Cl-].[Cl-]. No catalyst specified. The product is [Cl:1][C:2]1[CH:13]=[C:12]([OH:14])[C:5]2[CH:6]=[C:7]([C:9](=[O:11])[CH3:10])[O:8][C:4]=2[CH:3]=1. The yield is 0.880. (2) The reactants are [O:1]1CCO[CH:2]1[C:6]1[C:7]([F:32])=[C:8]([CH:20]=[CH:21][C:22]=1[B:23]1[O:27][C:26]([CH3:29])([CH3:28])[C:25]([CH3:31])([CH3:30])[O:24]1)[O:9][C:10]1[CH:17]=[CH:16][C:13]([C:14]#[N:15])=[C:12]([O:18][CH3:19])[N:11]=1.Cl.O. The catalyst is O1CCCC1. The product is [F:32][C:7]1[C:6]([CH:2]=[O:1])=[C:22]([B:23]2[O:27][C:26]([CH3:29])([CH3:28])[C:25]([CH3:31])([CH3:30])[O:24]2)[CH:21]=[CH:20][C:8]=1[O:9][C:10]1[CH:17]=[CH:16][C:13]([C:14]#[N:15])=[C:12]([O:18][CH3:19])[N:11]=1. The yield is 0.740.